From a dataset of Forward reaction prediction with 1.9M reactions from USPTO patents (1976-2016). Predict the product of the given reaction. (1) Given the reactants [C:1]([C:5]1[CH:9]=[C:8]([NH:10][C:11]([NH:13][C:14]2[CH:19]=[CH:18][CH:17]=[C:16]([Cl:20])[C:15]=2[Cl:21])=[O:12])[N:7]([C:22]2[CH:27]=[CH:26][CH:25]=[C:24]([CH2:28][C:29]([NH:31][CH3:32])=O)[CH:23]=2)[N:6]=1)([CH3:4])([CH3:3])[CH3:2].B.C1COCC1.Cl.[OH-].[Na+], predict the reaction product. The product is: [C:1]([C:5]1[CH:9]=[C:8]([NH:10][C:11]([NH:13][C:14]2[CH:19]=[CH:18][CH:17]=[C:16]([Cl:20])[C:15]=2[Cl:21])=[O:12])[N:7]([C:22]2[CH:27]=[CH:26][CH:25]=[C:24]([CH2:28][CH2:29][NH:31][CH3:32])[CH:23]=2)[N:6]=1)([CH3:4])([CH3:2])[CH3:3]. (2) Given the reactants C(OC([N:8]1[CH2:13][CH2:12][C:11]([C:20]2[CH:25]=[CH:24][C:23](Cl)=[CH:22][CH:21]=2)([C:14]2[CH:19]=[CH:18][N:17]=[CH:16][CH:15]=2)[CH2:10][CH2:9]1)=O)(C)(C)C.CC1(C)C(C)(C)OB([C:35]2[CH:36]=[N:37][NH:38][CH:39]=2)O1.Cl, predict the reaction product. The product is: [NH:37]1[CH:36]=[C:35]([C:23]2[CH:22]=[CH:21][C:20]([C:11]3([C:14]4[CH:19]=[CH:18][N:17]=[CH:16][CH:15]=4)[CH2:12][CH2:13][NH:8][CH2:9][CH2:10]3)=[CH:25][CH:24]=2)[CH:39]=[N:38]1. (3) Given the reactants C([O:3][C:4]([C:6]1[CH:7]=[C:8]2[C:13](=[CH:14][CH:15]=1)[NH:12][CH:11]([C:16]1[CH:21]=[CH:20][CH:19]=[C:18]([N:22]3[CH2:27][CH2:26][N:25]([C:28]4[CH:33]=[CH:32][C:31]([Cl:34])=[CH:30][CH:29]=4)[CH2:24][CH2:23]3)[CH:17]=1)[C:10]([CH3:36])([CH3:35])[CH2:9]2)=[O:5])C.O.[OH-].[Li+].O.Cl, predict the reaction product. The product is: [Cl:34][C:31]1[CH:32]=[CH:33][C:28]([N:25]2[CH2:24][CH2:23][N:22]([C:18]3[CH:17]=[C:16]([CH:11]4[C:10]([CH3:36])([CH3:35])[CH2:9][C:8]5[C:13](=[CH:14][CH:15]=[C:6]([C:4]([OH:5])=[O:3])[CH:7]=5)[NH:12]4)[CH:21]=[CH:20][CH:19]=3)[CH2:27][CH2:26]2)=[CH:29][CH:30]=1. (4) Given the reactants [Br:1][C:2]1[CH:22]=[CH:21][C:5]([CH2:6][NH:7][C:8]2[CH:9]=[CH:10][C:11]3[C:16](=[O:17])[O:15][C:14]([CH3:19])([CH3:18])[O:13][C:12]=3[CH:20]=2)=[CH:4][CH:3]=1.[CH:23]1([CH2:28][CH2:29][C:30](Cl)=[O:31])[CH2:27][CH2:26][CH2:25][CH2:24]1, predict the reaction product. The product is: [Br:1][C:2]1[CH:22]=[CH:21][C:5]([CH2:6][N:7]([C:8]2[CH:9]=[CH:10][C:11]3[C:16](=[O:17])[O:15][C:14]([CH3:19])([CH3:18])[O:13][C:12]=3[CH:20]=2)[C:30](=[O:31])[CH2:29][CH2:28][CH:23]2[CH2:27][CH2:26][CH2:25][CH2:24]2)=[CH:4][CH:3]=1. (5) Given the reactants [CH3:1][C:2]([NH:7][S:8]([C:11]1[S:12][C:13]([C:16]2[CH:21]=[CH:20][CH:19]=[CH:18][N:17]=2)=[CH:14][CH:15]=1)(=[O:10])=[O:9])([CH3:6])[C:3]([OH:5])=[O:4].C(N(CC)CC)C.F[P-](F)(F)(F)(F)F.[N:36]1([O:45][P+](N(C)C)(N(C)C)N(C)C)C2C=CC=CC=2N=N1.Cl.[CH3:57][Si:58]([CH3:64])([CH3:63])[CH2:59][CH2:60][O:61][NH2:62], predict the reaction product. The product is: [OH:45][NH:36][C:3](=[O:4])[C:2]([CH3:6])([NH:7][S:8]([C:11]1[S:12][C:13]([C:16]2[CH:21]=[CH:20][CH:19]=[CH:18][N:17]=2)=[CH:14][CH:15]=1)(=[O:10])=[O:9])[CH3:1].[CH3:6][C:2]([NH:7][S:8]([C:11]1[S:12][C:13]([C:16]2[CH:21]=[CH:20][CH:19]=[CH:18][N:17]=2)=[CH:14][CH:15]=1)(=[O:10])=[O:9])([CH3:1])[C:3]([NH:62][O:61][CH2:60][CH2:59][Si:58]([CH3:64])([CH3:63])[CH3:57])=[O:5].